This data is from NCI-60 drug combinations with 297,098 pairs across 59 cell lines. The task is: Regression. Given two drug SMILES strings and cell line genomic features, predict the synergy score measuring deviation from expected non-interaction effect. (1) Drug 1: CC1C(C(CC(O1)OC2CC(CC3=C2C(=C4C(=C3O)C(=O)C5=C(C4=O)C(=CC=C5)OC)O)(C(=O)C)O)N)O.Cl. Drug 2: CC1=C(C=C(C=C1)C(=O)NC2=CC(=CC(=C2)C(F)(F)F)N3C=C(N=C3)C)NC4=NC=CC(=N4)C5=CN=CC=C5. Cell line: SNB-75. Synergy scores: CSS=22.9, Synergy_ZIP=7.65, Synergy_Bliss=9.89, Synergy_Loewe=-17.5, Synergy_HSA=8.63. (2) Drug 1: CCC(=C(C1=CC=CC=C1)C2=CC=C(C=C2)OCCN(C)C)C3=CC=CC=C3.C(C(=O)O)C(CC(=O)O)(C(=O)O)O. Drug 2: CC1CCC2CC(C(=CC=CC=CC(CC(C(=O)C(C(C(=CC(C(=O)CC(OC(=O)C3CCCCN3C(=O)C(=O)C1(O2)O)C(C)CC4CCC(C(C4)OC)OCCO)C)C)O)OC)C)C)C)OC. Cell line: HS 578T. Synergy scores: CSS=7.63, Synergy_ZIP=4.78, Synergy_Bliss=5.99, Synergy_Loewe=-3.46, Synergy_HSA=2.12. (3) Drug 2: C1CN1C2=NC(=NC(=N2)N3CC3)N4CC4. Synergy scores: CSS=39.1, Synergy_ZIP=-5.21, Synergy_Bliss=-3.69, Synergy_Loewe=-3.35, Synergy_HSA=0.619. Cell line: UACC62. Drug 1: C1C(C(OC1N2C=C(C(=O)NC2=O)F)CO)O. (4) Drug 1: C1CCN(CC1)CCOC2=CC=C(C=C2)C(=O)C3=C(SC4=C3C=CC(=C4)O)C5=CC=C(C=C5)O. Drug 2: CN(C)C1=NC(=NC(=N1)N(C)C)N(C)C. Cell line: NCI-H460. Synergy scores: CSS=-6.00, Synergy_ZIP=1.32, Synergy_Bliss=-0.424, Synergy_Loewe=-5.99, Synergy_HSA=-5.46. (5) Drug 1: CCCCC(=O)OCC(=O)C1(CC(C2=C(C1)C(=C3C(=C2O)C(=O)C4=C(C3=O)C=CC=C4OC)O)OC5CC(C(C(O5)C)O)NC(=O)C(F)(F)F)O. Drug 2: N.N.Cl[Pt+2]Cl. Cell line: SNB-75. Synergy scores: CSS=80.9, Synergy_ZIP=-3.65, Synergy_Bliss=-0.908, Synergy_Loewe=-0.667, Synergy_HSA=2.67. (6) Drug 1: CC=C1C(=O)NC(C(=O)OC2CC(=O)NC(C(=O)NC(CSSCCC=C2)C(=O)N1)C(C)C)C(C)C. Drug 2: CC1CCCC2(C(O2)CC(NC(=O)CC(C(C(=O)C(C1O)C)(C)C)O)C(=CC3=CSC(=N3)C)C)C. Cell line: UO-31. Synergy scores: CSS=12.0, Synergy_ZIP=-8.82, Synergy_Bliss=-3.84, Synergy_Loewe=-5.54, Synergy_HSA=-3.43. (7) Drug 1: C1CC(C1)(C(=O)O)C(=O)O.[NH2-].[NH2-].[Pt+2]. Drug 2: CCC1(C2=C(COC1=O)C(=O)N3CC4=CC5=C(C=CC(=C5CN(C)C)O)N=C4C3=C2)O.Cl. Cell line: SW-620. Synergy scores: CSS=29.7, Synergy_ZIP=-3.21, Synergy_Bliss=-3.18, Synergy_Loewe=-1.37, Synergy_HSA=0.578.